This data is from Reaction yield outcomes from USPTO patents with 853,638 reactions. The task is: Predict the reaction yield, written as a fraction of the theoretical maximum amount of product (1.0 means a 100% yield; for example, 0.34 means a 34% yield). (1) The reactants are [C:1]([C:9]1[CH:14]=[C:13]([Cl:15])[CH:12]=[CH:11][C:10]=1[NH:16][C:17](N1C=CN=C1)=[O:18])(=[O:8])[C:2]1[CH:7]=[CH:6][CH:5]=[CH:4][CH:3]=1.[F:24][C:25]([F:29])([F:28])[CH2:26][NH2:27]. The catalyst is C1COCC1. The product is [Cl:15][C:13]1[CH:14]=[C:9]2[C:10](=[CH:11][CH:12]=1)[NH:16][C:17](=[O:18])[N:27]([CH2:26][C:25]([F:29])([F:28])[F:24])[C:1]2([OH:8])[C:2]1[CH:3]=[CH:4][CH:5]=[CH:6][CH:7]=1. The yield is 0.824. (2) The reactants are [Cl-].O[NH3+:3].[C:4](=[O:7])([O-])[OH:5].[Na+].CS(C)=O.[CH3:13][C:14]1([CH3:50])[CH2:18][C:17]2[CH:19]=[C:20]([N:23]3[C:28](=[O:29])[C:27]([CH2:30][C:31]4[CH:36]=[CH:35][C:34]([C:37]5[C:38]([C:43]#[N:44])=[CH:39][CH:40]=[CH:41][CH:42]=5)=[C:33]([F:45])[CH:32]=4)=[C:26]([CH2:46][CH2:47][CH3:48])[N:25]=[C:24]3[CH3:49])[CH:21]=[CH:22][C:16]=2[O:15]1. The yield is 0.550. The product is [CH3:13][C:14]1([CH3:50])[CH2:18][C:17]2[CH:19]=[C:20]([N:23]3[C:28](=[O:29])[C:27]([CH2:30][C:31]4[CH:36]=[CH:35][C:34]([C:37]5[CH:42]=[CH:41][CH:40]=[CH:39][C:38]=5[C:43]5[NH:3][C:4](=[O:7])[O:5][N:44]=5)=[C:33]([F:45])[CH:32]=4)=[C:26]([CH2:46][CH2:47][CH3:48])[N:25]=[C:24]3[CH3:49])[CH:21]=[CH:22][C:16]=2[O:15]1. The catalyst is C(OCC)(=O)C.